This data is from Full USPTO retrosynthesis dataset with 1.9M reactions from patents (1976-2016). The task is: Predict the reactants needed to synthesize the given product. (1) Given the product [CH3:2][C:1](=[O:3])[CH2:4][CH2:9][CH2:10][CH2:11][CH2:12][CH2:13][CH2:14][CH2:15][CH2:16][CH2:17][CH2:18][CH2:19][C:24](=[O:26])[CH3:25], predict the reactants needed to synthesize it. The reactants are: [C:1]([CH:4]([CH2:9][CH2:10][CH2:11][CH2:12][CH2:13][CH2:14][CH2:15][CH2:16][CH2:17][CH2:18][CH:19]([C:24](=[O:26])[CH3:25])C(OC)=O)C(OC)=O)(=[O:3])[CH3:2].[Cl-].[Na+].O. (2) Given the product [CH3:28][O:29][C:30](=[O:57])[CH2:31][C:32]1[C:33](=[O:56])[N:34]([CH2:54][CH3:55])[C:35]2[C:40]([CH:41]=1)=[CH:39][CH:38]=[C:37]([O:42][CH2:43][CH2:44][CH2:45][NH2:46])[CH:36]=2, predict the reactants needed to synthesize it. The reactants are: COC(=O)CC1CC2C(=CC(OCC(N=C=O)OC(C)(C)C)=CC=2)NC1=O.[CH3:28][O:29][C:30](=[O:57])[CH2:31][C:32]1[C:33](=[O:56])[N:34]([CH2:54][CH3:55])[C:35]2[C:40]([CH:41]=1)=[CH:39][CH:38]=[C:37]([O:42][CH2:43][CH2:44][CH2:45][NH:46]C(OC(C)(C)C)=O)[CH:36]=2. (3) Given the product [CH2:10]([C:12]1[N:16]([C:17]2[CH:18]=[C:19]([CH:23]3[C:32]([CH3:33])([CH3:34])[CH2:31][C:30]4[C:25](=[CH:26][CH:27]=[C:28]([C:35]([NH:9][S:6]([CH:3]5[CH2:5][CH2:4]5)(=[O:8])=[O:7])=[O:36])[CH:29]=4)[NH:24]3)[CH:20]=[CH:21][CH:22]=2)[N:15]=[N:14][N:13]=1)[CH3:11], predict the reactants needed to synthesize it. The reactants are: [H-].[Na+].[CH:3]1([S:6]([NH2:9])(=[O:8])=[O:7])[CH2:5][CH2:4]1.[CH2:10]([C:12]1[N:16]([C:17]2[CH:18]=[C:19]([CH:23]3[C:32]([CH3:34])([CH3:33])[CH2:31][C:30]4[C:25](=[CH:26][CH:27]=[C:28]([C:35](O)=[O:36])[CH:29]=4)[NH:24]3)[CH:20]=[CH:21][CH:22]=2)[N:15]=[N:14][N:13]=1)[CH3:11].C(N1C=CN=C1)(N1C=CN=C1)=O. (4) Given the product [CH:24]1([CH2:23][C:20]2[N:17]3[CH:18]=[CH:19][C:14]([O:12][CH2:11][C@H:9]4[CH2:10][C@@H:8]4[C:3]4[CH:4]=[CH:5][CH:6]=[CH:7][C:2]=4[F:1])=[C:15]([C:27]([F:28])([F:29])[F:30])[C:16]3=[N:22][N:21]=2)[CH2:26][CH2:25]1, predict the reactants needed to synthesize it. The reactants are: [F:1][C:2]1[CH:7]=[CH:6][CH:5]=[CH:4][C:3]=1[C@H:8]1[CH2:10][C@@H:9]1[CH2:11][OH:12].Cl[C:14]1[CH:19]=[CH:18][N:17]2[C:20]([CH2:23][CH:24]3[CH2:26][CH2:25]3)=[N:21][N:22]=[C:16]2[C:15]=1[C:27]([F:30])([F:29])[F:28]. (5) Given the product [C:18]([O:21][C@@H:22]1[C@@H:44]([O:45][C:46](=[O:48])[CH3:47])[C@H:43]([O:49][C:50](=[O:52])[CH3:51])[C@@H:42]([CH2:53][O:54][C:55](=[O:57])[CH3:56])[O:41][C@H:23]1[O:1][C:2]1[CH:17]=[CH:16][CH:15]=[CH:14][C:3]=1[CH2:4][C:5]1[CH:10]=[CH:9][C:8]([CH2:11][C:12]#[N:13])=[CH:7][CH:6]=1)(=[O:20])[CH3:19].[O:1]([C:2]1[CH:17]=[CH:16][CH:15]=[CH:14][C:3]=1[CH2:4][C:5]1[CH:10]=[CH:9][C:8]([CH2:11][C:12]#[N:13])=[CH:7][CH:6]=1)[C@@H:23]1[O:41][C@H:42]([CH2:53][OH:54])[C@@H:43]([OH:49])[C@H:44]([OH:45])[C@H:22]1[OH:21], predict the reactants needed to synthesize it. The reactants are: [OH:1][C:2]1[CH:17]=[CH:16][CH:15]=[CH:14][C:3]=1[CH2:4][C:5]1[CH:10]=[CH:9][C:8]([CH2:11][C:12]#[N:13])=[CH:7][CH:6]=1.[C:18]([O:21][C@@H:22]1[C@@H:44]([O:45][C:46](=[O:48])[CH3:47])[C@H:43]([O:49][C:50](=[O:52])[CH3:51])[C@@H:42]([CH2:53][O:54][C:55](=[O:57])[CH3:56])[O:41][C@H:23]1OC1C=CC=CC=1C(C)C1C=CC(C#N)=CC=1)(=[O:20])[CH3:19].